This data is from CYP3A4 inhibition data for predicting drug metabolism from PubChem BioAssay. The task is: Regression/Classification. Given a drug SMILES string, predict its absorption, distribution, metabolism, or excretion properties. Task type varies by dataset: regression for continuous measurements (e.g., permeability, clearance, half-life) or binary classification for categorical outcomes (e.g., BBB penetration, CYP inhibition). Dataset: cyp3a4_veith. (1) The molecule is COc1ccccc1-c1ccc2ncnc(NCCN3CCOCC3)c2c1. The result is 1 (inhibitor). (2) The drug is COc1ccc(COC(=O)N/N=C2/C[C@@H](O)[C@@H](O)[C@H]3[C@@H]2CC[C@@H]2C(=O)N(C[C@@H]4CCCO4)C(=O)[C@H]23)cc1. The result is 0 (non-inhibitor).